Task: Binary Classification. Given a miRNA mature sequence and a target amino acid sequence, predict their likelihood of interaction.. Dataset: Experimentally validated miRNA-target interactions with 360,000+ pairs, plus equal number of negative samples The miRNA is hsa-miR-499a-3p with sequence AACAUCACAGCAAGUCUGUGCU. The protein sequence of the target gene is MASAPWPERVPRLLAPRLPSYPPPPPTVGLRSMEQEETYLELYLDQCAAQDGLAPPRSPLFSPVVPYDMYILNASNPDTAFNSNPEVKETSGDFSSVDLSFLPDEVTQENKDQPVISKHETEENSESQSPQSRLPSPSEQDVGLGLNSSSLSNSHSQLHPGDTDSVQPSPEKPNSDSLSLASITPMTPMTPISECCGIVPQLQNIVSTVNLACKLDLKKIALHAKNAEYNPKRFAAVIMRIREPRTTALIFSSGKMVCTGAKSEEQSRLAARKYARVVQKLGFPARFLDFKIQNMVGSCD.... Result: 0 (no interaction).